Dataset: Forward reaction prediction with 1.9M reactions from USPTO patents (1976-2016). Task: Predict the product of the given reaction. (1) Given the reactants CON(C)[C:4](=[O:20])[C:5]1[CH:10]=[CH:9][C:8]([C:11]([F:14])([F:13])[F:12])=[N:7][C:6]=1[CH2:15][CH2:16][CH2:17][O:18][CH3:19].[H-].[H-].[H-].[H-].[Li+].[Al+3], predict the reaction product. The product is: [CH3:19][O:18][CH2:17][CH2:16][CH2:15][C:6]1[C:5]([CH:4]=[O:20])=[CH:10][CH:9]=[C:8]([C:11]([F:12])([F:14])[F:13])[N:7]=1. (2) Given the reactants [OH:1][C:2]1[CH:3]=[C:4]([CH:9]=[C:10]([OH:12])[CH:11]=1)[C:5]([O:7][CH3:8])=[O:6].[I:13]I, predict the reaction product. The product is: [OH:1][C:2]1[CH:3]=[C:4]([CH:9]=[C:10]([OH:12])[C:11]=1[I:13])[C:5]([O:7][CH3:8])=[O:6].